Dataset: Full USPTO retrosynthesis dataset with 1.9M reactions from patents (1976-2016). Task: Predict the reactants needed to synthesize the given product. Given the product [C:24]([C:3]1[N:4]=[CH:5][C:6]([N:8]2[CH2:13][CH2:12][CH2:11][C@H:10]3[N:14]([C:17]([O:19][C:20]([CH3:23])([CH3:22])[CH3:21])=[O:18])[CH2:15][CH2:16][C@@H:9]23)=[N:7][C:2]=1[NH:42][C:41]1[CH:43]=[CH:44][C:38]([CH:35]2[CH2:36][CH2:37][N:32]([CH:27]3[CH2:31][CH2:30][CH2:29][CH2:28]3)[CH2:33][CH2:34]2)=[CH:39][CH:40]=1)#[N:25], predict the reactants needed to synthesize it. The reactants are: Cl[C:2]1[N:7]=[C:6]([N:8]2[CH2:13][CH2:12][CH2:11][C@H:10]3[N:14]([C:17]([O:19][C:20]([CH3:23])([CH3:22])[CH3:21])=[O:18])[CH2:15][CH2:16][C@@H:9]23)[CH:5]=[N:4][C:3]=1[C:24]#[N:25].Cl.[CH:27]1([N:32]2[CH2:37][CH2:36][CH:35]([C:38]3[CH:44]=[CH:43][C:41]([NH2:42])=[CH:40][CH:39]=3)[CH2:34][CH2:33]2)[CH2:31][CH2:30][CH2:29][CH2:28]1.C(=O)([O-])[O-].[Cs+].[Cs+].C1C=CC(P(C2C(C3C(P(C4C=CC=CC=4)C4C=CC=CC=4)=CC=C4C=3C=CC=C4)=C3C(C=CC=C3)=CC=2)C2C=CC=CC=2)=CC=1.